Dataset: Reaction yield outcomes from USPTO patents with 853,638 reactions. Task: Predict the reaction yield, written as a fraction of the theoretical maximum amount of product (1.0 means a 100% yield; for example, 0.34 means a 34% yield). (1) The reactants are [NH2:1][C:2]1[CH:3]=[C:4]([C:8]2[N:13]3[N:14]=[CH:15][C:16]([C:17]([C:19]4[S:20][CH:21]=[CH:22][CH:23]=4)=[O:18])=[C:12]3[N:11]=[CH:10][CH:9]=2)[CH:5]=[CH:6][CH:7]=1.[C:24]1([S:30]N=C=O)C=CC=CC=1.[CH2:34]([OH:36])[CH3:35]. The catalyst is O1CCCC1.C(Cl)Cl. The product is [S:20]1[CH:21]=[CH:22][CH:23]=[C:19]1[C:17]([C:16]1[CH:15]=[N:14][N:13]2[C:8]([C:4]3[CH:3]=[C:2]([NH:1][C:24](=[S:30])[O:36][CH2:34][CH3:35])[CH:7]=[CH:6][CH:5]=3)=[CH:9][CH:10]=[N:11][C:12]=12)=[O:18]. The yield is 0.120. (2) The reactants are [CH3:1][O:2][CH2:3][C:4]1[CH:5]=[C:6]([N:13]2[CH2:18][CH2:17][N:16]([C:19](=[O:21])[CH3:20])[CH2:15][CH2:14]2)[CH:7]=[CH:8][C:9]=1[N+:10]([O-])=O. The catalyst is CCO.[Pt](=O)=O. The product is [NH2:10][C:9]1[CH:8]=[CH:7][C:6]([N:13]2[CH2:18][CH2:17][N:16]([C:19](=[O:21])[CH3:20])[CH2:15][CH2:14]2)=[CH:5][C:4]=1[CH2:3][O:2][CH3:1]. The yield is 0.740. (3) The reactants are [OH:1][C:2]1([C:13]2[CH:18]=[CH:17][C:16]([CH:19]([CH3:21])[CH3:20])=[CH:15][C:14]=2[OH:22])[C:10](=[O:11])[C:9]2[C:4](=[CH:5][CH:6]=[CH:7][CH:8]=2)[C:3]1=[O:12].[C:23](Cl)(=[O:26])[CH2:24][CH3:25].C(N(CC)CC)C.[CH2:35]1C[O:38][CH2:37][CH2:36]1. No catalyst specified. The product is [C:23]([O:22][C:14]1[CH:15]=[C:16]([CH:19]([CH3:20])[CH3:21])[CH:17]=[CH:18][C:13]=1[C:2]1([O:1][C:37](=[O:38])[CH2:36][CH3:35])[C:10](=[O:11])[C:9]2[C:4](=[CH:5][CH:6]=[CH:7][CH:8]=2)[C:3]1=[O:12])(=[O:26])[CH2:24][CH3:25]. The yield is 0.170. (4) The reactants are [Br:1][C:2]1[CH:8]=[CH:7][C:5]([NH2:6])=[CH:4][CH:3]=1.N1C=CC=CC=1.[CH3:15][O:16]/[CH:17]=[CH:18]/[C:19](Cl)=[O:20]. The catalyst is C(Cl)Cl. The product is [Br:1][C:2]1[CH:8]=[CH:7][C:5]([NH:6][C:19](=[O:20])/[CH:18]=[CH:17]/[O:16][CH3:15])=[CH:4][CH:3]=1. The yield is 0.960.